This data is from Forward reaction prediction with 1.9M reactions from USPTO patents (1976-2016). The task is: Predict the product of the given reaction. (1) Given the reactants [Si:1]([O:8][CH2:9][C:10]1[C:18]([CH:19]=O)=[C:17]([Cl:21])[CH:16]=[C:15]2[C:11]=1[CH:12]=[N:13][N:14]2[C:22](C1C=CC=CC=1)([C:29]1[CH:34]=[CH:33][CH:32]=[CH:31][CH:30]=1)[C:23]1[CH:28]=[CH:27][CH:26]=[CH:25][CH:24]=1)([C:4]([CH3:7])([CH3:6])[CH3:5])([CH3:3])[CH3:2].C(O[BH-](O[C:51](=O)[CH3:52])OC(=O)C)(=O)C.[Na+].[C:55]1([C@H:61]([NH2:63])[CH3:62])[CH:60]=[CH:59][CH:58]=[CH:57][CH:56]=1, predict the reaction product. The product is: [Si:1]([O:8][CH2:9][C:10]1[C:18]([CH2:19][NH:63][C@@H:61]([C:55]2[CH:60]=[CH:59][CH:58]=[CH:57][CH:56]=2)[CH3:62])=[C:17]([Cl:21])[CH:16]=[C:15]2[C:11]=1[CH:12]=[N:13][N:14]2[C:22]([C:52]1[CH:51]=[CH:12][CH:11]=[CH:10][CH:9]=1)([C:23]1[CH:24]=[CH:25][CH:26]=[CH:27][CH:28]=1)[C:29]1[CH:30]=[CH:31][CH:32]=[CH:33][CH:34]=1)([C:4]([CH3:5])([CH3:6])[CH3:7])([CH3:3])[CH3:2]. (2) Given the reactants [F:1][C:2]1[CH:7]=[C:6]([O:8][CH3:9])[CH:5]=[CH:4][C:3]=1[C:10](=O)[CH2:11][C:12]#[N:13].O.[NH2:16][NH2:17], predict the reaction product. The product is: [F:1][C:2]1[CH:7]=[C:6]([O:8][CH3:9])[CH:5]=[CH:4][C:3]=1[C:10]1[NH:17][N:16]=[C:12]([NH2:13])[CH:11]=1. (3) Given the reactants Br[C:2]1[CH:7]=[CH:6][C:5]([S:8]([N:11]2[CH2:25][CH2:24][C:14]3([O:19][CH2:18][C:17](=[O:20])[N:16]([CH:21]4[CH2:23][CH2:22]4)[CH2:15]3)[CH2:13][CH2:12]2)(=[O:10])=[O:9])=[C:4]([F:26])[CH:3]=1.[NH:27]1[C:35]2[C:30](=[CH:31][C:32](B(O)O)=[CH:33][CH:34]=2)[CH:29]=[CH:28]1.C([O-])([O-])=O.[K+].[K+], predict the reaction product. The product is: [CH:21]1([N:16]2[CH2:15][C:14]3([CH2:24][CH2:25][N:11]([S:8]([C:5]4[CH:6]=[CH:7][C:2]([C:32]5[CH:31]=[C:30]6[C:35](=[CH:34][CH:33]=5)[NH:27][CH:28]=[CH:29]6)=[CH:3][C:4]=4[F:26])(=[O:10])=[O:9])[CH2:12][CH2:13]3)[O:19][CH2:18][C:17]2=[O:20])[CH2:23][CH2:22]1. (4) Given the reactants [OH:1][CH2:2][CH2:3][O:4][CH:5]1[CH2:10][CH2:9][N:8]([C:11]([O:13][CH2:14][C:15]2[CH:20]=[CH:19][CH:18]=[CH:17][CH:16]=2)=[O:12])[CH2:7][CH2:6]1.[O:21]1[CH:26]2[CH:22]1[CH2:23][O:24][CH2:25]2.C(N(CC)CC)C, predict the reaction product. The product is: [OH:21][C@@H:22]1[CH2:23][O:24][CH2:25][C@H:26]1[O:1][CH2:2][CH2:3][O:4][CH:5]1[CH2:10][CH2:9][N:8]([C:11]([O:13][CH2:14][C:15]2[CH:16]=[CH:17][CH:18]=[CH:19][CH:20]=2)=[O:12])[CH2:7][CH2:6]1. (5) Given the reactants [C:1]1([NH2:8])[CH:6]=[CH:5][CH:4]=[CH:3][C:2]=1[NH2:7].[Br:9][C:10]1[CH:15]=[CH:14][C:13]([C:16](=O)[C:17]([C:19]2[CH:24]=[CH:23][C:22]([Br:25])=[CH:21][CH:20]=2)=O)=[CH:12][CH:11]=1, predict the reaction product. The product is: [Br:9][C:10]1[CH:11]=[CH:12][C:13]([C:16]2[C:17]([C:19]3[CH:20]=[CH:21][C:22]([Br:25])=[CH:23][CH:24]=3)=[N:8][C:1]3[C:2](=[CH:3][CH:4]=[CH:5][CH:6]=3)[N:7]=2)=[CH:14][CH:15]=1. (6) Given the reactants [Al](C)(C)[CH3:2].CCCC[CH2:9][CH2:10][CH3:11].[NH2:12][C:13]1[CH:28]=[CH:27][C:16]([C:17]([NH:19][CH2:20][C:21]2[CH:26]=[CH:25][CH:24]=[CH:23][CH:22]=2)=[O:18])=[CH:15][CH:14]=1.Cl, predict the reaction product. The product is: [NH2:12][C:13]1[CH:28]=[CH:27][C:16]([C:17]([NH:19][CH2:20][C:21]2[CH:26]=[CH:25][C:24]([C:10]([CH3:9])([CH3:11])[CH3:2])=[CH:23][CH:22]=2)=[O:18])=[CH:15][CH:14]=1.